Predict the product of the given reaction. From a dataset of Forward reaction prediction with 1.9M reactions from USPTO patents (1976-2016). (1) The product is: [F:1][C:2]([F:7])([F:6])[C:3]([OH:5])=[O:4].[CH2:55]([N:39]1[C:40]2[C:45](=[CH:44][CH:43]=[C:42]([O:47][CH2:48][CH2:49][CH2:50][NH:51][C:52]([NH2:54])=[NH:53])[CH:41]=2)[CH:46]=[C:37]([CH2:36][C:35]([OH:58])=[O:34])[C:38]1=[O:57])[CH3:56]. Given the reactants [F:1][C:2]([F:7])([F:6])[C:3]([OH:5])=[O:4].COC(=O)CC1CC2C(=CC(OCCCCNC(N)=N)=CC=2)NC1=O.C[O:34][C:35](=[O:58])[CH2:36][C:37]1[C:38](=[O:57])[N:39]([CH2:55][CH3:56])[C:40]2[C:45]([CH:46]=1)=[CH:44][CH:43]=[C:42]([O:47][CH2:48][CH2:49][CH2:50][NH:51][C:52]([NH2:54])=[NH:53])[CH:41]=2, predict the reaction product. (2) The product is: [CH2:38]([O:37][C:35](=[O:36])[CH2:34][C:31]1([CH2:30][CH2:29][C:15]([CH2:14][CH2:13][C:10]2[CH:9]=[CH:8][C:7]([C:5]([O:4][CH3:3])=[O:6])=[CH:12][CH:11]=2)([C:22]([O:24][CH2:25][CH:26]=[CH2:27])=[O:23])[C:16]([O:18][CH2:19][CH:20]=[CH2:21])=[O:17])[CH2:32][CH2:33]1)[CH3:39]. Given the reactants [H-].[Na+].[CH3:3][O:4][C:5]([C:7]1[CH:12]=[CH:11][C:10]([CH2:13][CH2:14][CH:15]([C:22]([O:24][CH2:25][CH:26]=[CH2:27])=[O:23])[C:16]([O:18][CH2:19][CH:20]=[CH2:21])=[O:17])=[CH:9][CH:8]=1)=[O:6].Br[CH2:29][CH2:30][C:31]1([CH2:34][C:35]([O:37][CH2:38][CH3:39])=[O:36])[CH2:33][CH2:32]1.O, predict the reaction product. (3) Given the reactants ClC1C=CC(C(C2C=CC(Cl)=CC=2)[N:9]2[CH2:12][CH:11]([C:13]([C:19]3[CH:24]=[C:23]([F:25])[CH:22]=[C:21]([F:26])[CH:20]=3)([OH:18])[C:14]([CH3:17])([CH3:16])[CH3:15])[CH2:10]2)=CC=1, predict the reaction product. The product is: [NH:9]1[CH2:12][CH:11]([C:13]([C:19]2[CH:20]=[C:21]([F:26])[CH:22]=[C:23]([F:25])[CH:24]=2)([OH:18])[C:14]([CH3:15])([CH3:16])[CH3:17])[CH2:10]1. (4) Given the reactants [CH3:1][C:2]1[CH:7]=[C:6]([C:8](=[O:33])[CH2:9][C@@H:10]([C:18]2[CH:23]=[CH:22][C:21]([C:24]3[CH:29]=[CH:28][C:27]([C:30](O)=[O:31])=[CH:26][CH:25]=3)=[CH:20][CH:19]=2)[C:11]2[CH:16]=[CH:15][CH:14]=[CH:13][C:12]=2[CH3:17])[CH:5]=[CH:4][N:3]=1.Cl.[CH2:35]([O:37][C:38](=[O:42])[C@H:39]([CH3:41])[NH2:40])[CH3:36], predict the reaction product. The product is: [CH2:35]([O:37][C:38](=[O:42])[C@@H:39]([NH:40][C:30]([C:27]1[CH:26]=[CH:25][C:24]([C:21]2[CH:20]=[CH:19][C:18]([C@@H:10]([C:11]3[CH:16]=[CH:15][CH:14]=[CH:13][C:12]=3[CH3:17])[CH2:9][C:8]([C:6]3[CH:5]=[CH:4][N:3]=[C:2]([CH3:1])[CH:7]=3)=[O:33])=[CH:23][CH:22]=2)=[CH:29][CH:28]=1)=[O:31])[CH3:41])[CH3:36]. (5) The product is: [S:1]1[C:5]2[CH:6]=[CH:7][CH:8]=[CH:9][C:4]=2[N:3]=[C:2]1[CH2:10][O:11][N:12]1[C:21]2[C:16](=[CH:17][CH:18]=[CH:19][CH:20]=2)[C:15]([OH:22])=[C:14]([C:23]([NH:29][CH2:30][C:31]([O:33][C:34]([CH3:37])([CH3:36])[CH3:35])=[O:32])=[O:24])[C:13]1=[O:28]. Given the reactants [S:1]1[C:5]2[CH:6]=[CH:7][CH:8]=[CH:9][C:4]=2[N:3]=[C:2]1[CH2:10][O:11][N:12]1[C:21]2[C:16](=[CH:17][CH:18]=[CH:19][CH:20]=2)[C:15]([OH:22])=[C:14]([C:23](OCC)=[O:24])[C:13]1=[O:28].[NH2:29][CH2:30][C:31]([O:33][C:34]([CH3:37])([CH3:36])[CH3:35])=[O:32].CCN(C(C)C)C(C)C, predict the reaction product. (6) Given the reactants [C:1]([O:5][C:6](=[O:33])[NH:7][CH:8]([C:28]1[NH:29][CH:30]=[CH:31][N:32]=1)[CH2:9][C:10]1[CH:18]=[C:17]([CH3:19])[C:16]2[C:12](=[CH:13][N:14]([CH2:20][O:21][CH2:22][CH2:23][Si:24]([CH3:27])([CH3:26])[CH3:25])[N:15]=2)[CH:11]=1)([CH3:4])([CH3:3])[CH3:2].[F:34][C:35]1[CH:42]=[CH:41][CH:40]=[CH:39][C:36]=1[CH2:37]Br.C(=O)([O-])[O-].[K+].[K+], predict the reaction product. The product is: [F:34][C:35]1[CH:42]=[CH:41][CH:40]=[CH:39][C:36]=1[CH2:37][N:32]1[CH:31]=[CH:30][N:29]=[C:28]1[CH:8]([NH:7][C:6](=[O:33])[O:5][C:1]([CH3:4])([CH3:2])[CH3:3])[CH2:9][C:10]1[CH:18]=[C:17]([CH3:19])[C:16]2[C:12](=[CH:13][N:14]([CH2:20][O:21][CH2:22][CH2:23][Si:24]([CH3:25])([CH3:27])[CH3:26])[N:15]=2)[CH:11]=1. (7) Given the reactants Cl.[NH:2]1[C:7]2[N:8]=[CH:9][CH:10]=[CH:11][C:6]=2[C:5]2([CH2:16][CH2:15][NH:14][CH2:13][CH2:12]2)[O:4][C:3]1=[O:17].Cl[C:19]1[N:24]=[CH:23][N:22]=[C:21]([O:25][C:26]2[CH:27]=[C:28]([CH3:38])[C:29]3[N:33]=[C:32]([CH:34]4[CH2:36][CH2:35]4)[NH:31][C:30]=3[CH:37]=2)[CH:20]=1.CCN(C(C)C)C(C)C, predict the reaction product. The product is: [CH:34]1([C:32]2[NH:31][C:30]3[CH:37]=[C:26]([O:25][C:21]4[N:22]=[CH:23][N:24]=[C:19]([N:14]5[CH2:13][CH2:12][C:5]6([O:4][C:3](=[O:17])[NH:2][C:7]7[N:8]=[CH:9][CH:10]=[CH:11][C:6]6=7)[CH2:16][CH2:15]5)[CH:20]=4)[CH:27]=[C:28]([CH3:38])[C:29]=3[N:33]=2)[CH2:35][CH2:36]1. (8) Given the reactants [F:1][C:2]1[CH:7]=[CH:6][C:5]([C:8]2([CH2:21][O:22][CH:23]([C:25]3[CH:26]=[C:27]([CH3:34])[CH:28]=[C:29]4[C:33]=3[NH:32][N:31]=[CH:30]4)[CH3:24])[CH2:13][CH2:12][N:11](C(OC(C)(C)C)=O)[CH2:10][CH2:9]2)=[CH:4][CH:3]=1, predict the reaction product. The product is: [F:1][C:2]1[CH:7]=[CH:6][C:5]([C:8]2([CH2:21][O:22][CH:23]([C:25]3[CH:26]=[C:27]([CH3:34])[CH:28]=[C:29]4[C:33]=3[NH:32][N:31]=[CH:30]4)[CH3:24])[CH2:13][CH2:12][NH:11][CH2:10][CH2:9]2)=[CH:4][CH:3]=1.